From a dataset of Peptide-MHC class I binding affinity with 185,985 pairs from IEDB/IMGT. Regression. Given a peptide amino acid sequence and an MHC pseudo amino acid sequence, predict their binding affinity value. This is MHC class I binding data. The peptide sequence is NHINVDLSL. The MHC is Mamu-A07 with pseudo-sequence Mamu-A07. The binding affinity (normalized) is 0.907.